From a dataset of Retrosynthesis with 50K atom-mapped reactions and 10 reaction types from USPTO. Predict the reactants needed to synthesize the given product. (1) Given the product CC(C)OC(=O)CN1CCC(C(=O)N2CC[C@H](O[C@H](C)c3cc(C(F)(F)F)cc(C(F)(F)F)c3)[C@H](c3ccccc3)C2)CC1, predict the reactants needed to synthesize it. The reactants are: CC(C)OC(=O)CBr.C[C@@H](O[C@H]1CCN(C(=O)C2CCNCC2)C[C@H]1c1ccccc1)c1cc(C(F)(F)F)cc(C(F)(F)F)c1. (2) Given the product CCOC(=O)[C@H](Cc1ccccc1)NC(=O)[C@H](C)NC(=O)c1ccc(OC(C)=O)cc1, predict the reactants needed to synthesize it. The reactants are: CC(=O)Oc1ccc(C(=O)O)cc1.CCOC(=O)[C@H](Cc1ccccc1)NC(=O)[C@H](C)N. (3) Given the product CCOC(=O)C1=C(CN2CCOC(CCC(N)=O)C2)NC(c2nccs2)=NC1c1ccc(F)cc1Br, predict the reactants needed to synthesize it. The reactants are: CCOC(=O)C1=C(CBr)NC(c2nccs2)=NC1c1ccc(F)cc1Br.NC(=O)CCC1CNCCO1. (4) Given the product CC(C)(C)OC(=O)/C=C/c1ccc(Br)cc1, predict the reactants needed to synthesize it. The reactants are: CCOP(=O)(CC(=O)OC(C)(C)C)OCC.O=Cc1ccc(Br)cc1. (5) Given the product Nc1cc(Cl)ccc1Sc1ccccc1, predict the reactants needed to synthesize it. The reactants are: O=[N+]([O-])c1cc(Cl)ccc1Sc1ccccc1.